Dataset: CYP2C19 inhibition data for predicting drug metabolism from PubChem BioAssay. Task: Regression/Classification. Given a drug SMILES string, predict its absorption, distribution, metabolism, or excretion properties. Task type varies by dataset: regression for continuous measurements (e.g., permeability, clearance, half-life) or binary classification for categorical outcomes (e.g., BBB penetration, CYP inhibition). Dataset: cyp2c19_veith. (1) The drug is O=C(N/N=C/c1ccc(O)cc1)c1csc2ccccc12. The result is 1 (inhibitor). (2) The result is 1 (inhibitor). The compound is COc1ccc(CNC(=O)Cc2c(C(=O)O)[nH]c3ccccc23)cc1. (3) The molecule is O=C(c1cnccn1)N1CCC2(CCN(Cc3cc(C(F)(F)F)cc(C(F)(F)F)c3)CC2)CC1. The result is 0 (non-inhibitor).